The task is: Predict the product of the given reaction.. This data is from Forward reaction prediction with 1.9M reactions from USPTO patents (1976-2016). (1) The product is: [C:3]([C:4]1[C@@H:10]([C:12]2[CH:19]=[CH:18][C:15]([C:16]#[N:17])=[CH:14][CH:13]=2)[NH:31][C:29](=[O:30])[N:28]([C:24]2[CH:25]=[CH:26][CH:27]=[C:22]([C:21]([F:32])([F:33])[F:20])[CH:23]=2)[C:5]=1[CH3:6])(=[O:8])[CH:2]([CH3:9])[CH3:1]. Given the reactants [CH3:1][CH:2]([CH3:9])[C:3](=[O:8])[CH2:4][C:5](=O)[CH3:6].[CH:10]([C:12]1[CH:19]=[CH:18][C:15]([C:16]#[N:17])=[CH:14][CH:13]=1)=O.[F:20][C:21]([F:33])([F:32])[C:22]1[CH:23]=[C:24]([NH:28][C:29]([NH2:31])=[O:30])[CH:25]=[CH:26][CH:27]=1, predict the reaction product. (2) Given the reactants ClC1C=C(C=CC=1)C(OO)=[O:6].[CH2:12]([C:15]1[N:16]([CH2:28][CH2:29][CH2:30][O:31][N:32]2[C:40](=[O:41])[C:39]3[C:34](=[CH:35][CH:36]=[CH:37][CH:38]=3)[C:33]2=[O:42])[C:17]2[C:26]3[CH:25]=[CH:24][CH:23]=[CH:22][C:21]=3[N:20]=[CH:19][C:18]=2[N:27]=1)[CH2:13][CH3:14], predict the reaction product. The product is: [O-:6][N+:20]1[C:21]2[CH:22]=[CH:23][CH:24]=[CH:25][C:26]=2[C:17]2[N:16]([CH2:28][CH2:29][CH2:30][O:31][N:32]3[C:40](=[O:41])[C:39]4[C:34](=[CH:35][CH:36]=[CH:37][CH:38]=4)[C:33]3=[O:42])[C:15]([CH2:12][CH2:13][CH3:14])=[N:27][C:18]=2[CH:19]=1. (3) Given the reactants C(OC(=O)[NH:7][CH2:8][CH2:9][CH2:10][CH2:11][C@H:12]([NH:27][C:28]([O:30][CH2:31][CH:32]1[C:44]2[CH:43]=[CH:42][CH:41]=[CH:40][C:39]=2[C:38]2[C:33]1=[CH:34][CH:35]=[CH:36][CH:37]=2)=[O:29])[C:13](=[O:26])[NH:14][CH2:15][CH2:16][C:17]1[C:25]2[C:20](=[CH:21][CH:22]=[CH:23][CH:24]=2)[NH:19][CH:18]=1)(C)(C)C.C(OC(=O)NCCCC[C@H](N)C(=O)NC1C=CC(C)=CC=1)(C)(C)C, predict the reaction product. The product is: [CH:43]1[C:44]2[CH:32]([CH2:31][O:30][C:28](=[O:29])[NH:27][C@H:12]([C:13](=[O:26])[NH:14][CH2:15][CH2:16][C:17]3[C:25]4[C:20](=[CH:21][CH:22]=[CH:23][CH:24]=4)[NH:19][CH:18]=3)[CH2:11][CH2:10][CH2:9][CH2:8][NH2:7])[C:33]3[C:38](=[CH:37][CH:36]=[CH:35][CH:34]=3)[C:39]=2[CH:40]=[CH:41][CH:42]=1.